This data is from Catalyst prediction with 721,799 reactions and 888 catalyst types from USPTO. The task is: Predict which catalyst facilitates the given reaction. (1) Reactant: [C:1]([C:5]1[CH:9]=[C:8]([NH2:10])[N:7]([CH2:11][C:12]2[CH:17]=[CH:16][C:15]([F:18])=[CH:14][CH:13]=2)[N:6]=1)([CH3:4])([CH3:3])[CH3:2].[F:19][C:20]1[CH:28]=[CH:27][C:26]([C:29]([F:32])([F:31])[F:30])=[CH:25][C:21]=1[C:22](Cl)=[O:23].N1C=CC=CC=1. Product: [C:1]([C:5]1[CH:9]=[C:8]([NH:10][C:22](=[O:23])[C:21]2[CH:25]=[C:26]([C:29]([F:30])([F:31])[F:32])[CH:27]=[CH:28][C:20]=2[F:19])[N:7]([CH2:11][C:12]2[CH:13]=[CH:14][C:15]([F:18])=[CH:16][CH:17]=2)[N:6]=1)([CH3:4])([CH3:2])[CH3:3]. The catalyst class is: 7. (2) Reactant: Cl.[C:2]1([C:8]2[N:13]=[C:12]3[N:14]4C(C5C=NC=CN=5)=[N:19][N:18]=[C:15]4[CH:16]=[CH:17][C:11]3=[N:10][C:9]=2C2C=CC(C3(N)CCC3)=CC=2)[CH:7]=[CH:6][CH:5]=[CH:4][CH:3]=1.NN.[O:40]1CCOCC1. Product: [NH:18]([C:15]1[CH:16]=[CH:17][C:11]2[C:12]([N:14]=1)=[N:13][C:8]([C:2]1[CH:7]=[CH:6][CH:5]=[CH:4][CH:3]=1)=[C:9]([OH:40])[N:10]=2)[NH2:19]. The catalyst class is: 13. (3) Reactant: FC(F)(F)C(O)=O.C(OC([N:15]1[C:20]2[CH:21]=[C:22]([Cl:28])[C:23]([N:25]([CH3:27])[CH3:26])=[CH:24][C:19]=2[O:18][CH:17]([C:29]([N:31]2[CH2:36][CH2:35][C:34]([C:45]#[N:46])([CH2:37][C:38]3[CH:43]=[CH:42][C:41]([F:44])=[CH:40][CH:39]=3)[CH2:33][CH2:32]2)=[O:30])[CH2:16]1)=O)(C)(C)C. Product: [Cl:28][C:22]1[C:23]([N:25]([CH3:26])[CH3:27])=[CH:24][C:19]2[O:18][CH:17]([C:29]([N:31]3[CH2:32][CH2:33][C:34]([CH2:37][C:38]4[CH:39]=[CH:40][C:41]([F:44])=[CH:42][CH:43]=4)([C:45]#[N:46])[CH2:35][CH2:36]3)=[O:30])[CH2:16][NH:15][C:20]=2[CH:21]=1. The catalyst class is: 2. (4) Reactant: [I:1][C:2]1[CH:7]=[CH:6][C:5]([NH:8][C:9]2[CH:17]=[N:16][CH:15]=[CH:14][C:10]=2[C:11](O)=[O:12])=[C:4]([CH3:18])[CH:3]=1.C(N1C=CN=C1)(N1C=CN=C1)=O.[CH3:31][S:32]([NH2:35])(=[O:34])=[O:33].C1CCN2C(=NCCC2)CC1. Product: [I:1][C:2]1[CH:7]=[CH:6][C:5]([NH:8][C:9]2[CH:17]=[N:16][CH:15]=[CH:14][C:10]=2[C:11]([NH:35][S:32]([CH3:31])(=[O:34])=[O:33])=[O:12])=[C:4]([CH3:18])[CH:3]=1. The catalyst class is: 1. (5) Reactant: [C:1](=[NH:21])([O:3][CH2:4][CH2:5][C:6]1[CH:11]=[CH:10][C:9]([O:12][C:13]2[CH:18]=[CH:17][C:16]([Cl:19])=[C:15]([CH3:20])[CH:14]=2)=[CH:8][CH:7]=1)[NH2:2].[CH:22]([CH:24]([CH2:29][C:30]1[CH:31]=[N:32][N:33]([CH3:35])[CH:34]=1)[C:25](OC)=O)=[O:23].C([O-])([O-])=O.[K+].[K+]. Product: [Cl:19][C:16]1[CH:17]=[CH:18][C:13]([O:12][C:9]2[CH:8]=[CH:7][C:6]([CH2:5][CH2:4][O:3][C:1]3[NH:2][CH:25]=[C:24]([CH2:29][C:30]4[CH:31]=[N:32][N:33]([CH3:35])[CH:34]=4)[C:22](=[O:23])[N:21]=3)=[CH:11][CH:10]=2)=[CH:14][C:15]=1[CH3:20]. The catalyst class is: 37. (6) Product: [F:1][C:2]1[CH:7]=[CH:6][C:5]([F:8])=[CH:4][C:3]=1[C@H:9]1[CH2:13][CH2:12][CH2:11][N:10]1[C:14]1[CH:19]=[CH:18][N:17]2[N:20]=[CH:21][C:22]([NH:23][C:36]([C@@:32]3([CH3:39])[CH2:33][CH2:34][CH2:35][N:31]3[C:29]([O:28][C:24]([CH3:27])([CH3:26])[CH3:25])=[O:30])=[O:37])=[C:16]2[N:15]=1. Reactant: [F:1][C:2]1[CH:7]=[CH:6][C:5]([F:8])=[CH:4][C:3]=1[C@H:9]1[CH2:13][CH2:12][CH2:11][N:10]1[C:14]1[CH:19]=[CH:18][N:17]2[N:20]=[CH:21][C:22]([NH2:23])=[C:16]2[N:15]=1.[C:24]([O:28][C:29]([N:31]1[CH2:35][CH2:34][CH2:33][C@:32]1([CH3:39])[C:36](O)=[O:37])=[O:30])([CH3:27])([CH3:26])[CH3:25].CN(C(ON1N=NC2C=CC=NC1=2)=[N+](C)C)C.F[P-](F)(F)(F)(F)F.CCN(C(C)C)C(C)C. The catalyst class is: 329.